From a dataset of Forward reaction prediction with 1.9M reactions from USPTO patents (1976-2016). Predict the product of the given reaction. (1) The product is: [Cl:1][C:2]1[CH:7]=[CH:6][C:5]([C:8](=[O:13])[C:9]([F:12])([F:11])[F:10])=[C:4]([C:15]2[CH:20]=[CH:19][CH:18]=[CH:17][CH:16]=2)[CH:3]=1. Given the reactants [Cl:1][C:2]1[CH:7]=[CH:6][C:5]([C:8](=[O:13])[C:9]([F:12])([F:11])[F:10])=[C:4](I)[CH:3]=1.[C:15]1(B(O)O)[CH:20]=[CH:19][CH:18]=[CH:17][CH:16]=1, predict the reaction product. (2) Given the reactants FC(F)(F)C(N1C[C@H](C)C2C=C(Cl)C=CC=2CC1)=O.[Cl:20][C:21]1[CH:22]=[CH:23][C:24]2[CH2:30][CH2:29][NH:28][CH2:27][C@@H:26]([CH3:31])[C:25]=2[C:32]=1[Cl:33], predict the reaction product. The product is: [Cl:20][C:21]1[CH:22]=[CH:23][C:24]2[CH2:30][CH2:29][NH:28][CH2:27][C@H:26]([CH3:31])[C:25]=2[C:32]=1[Cl:33]. (3) Given the reactants [NH2:1][C:2]1[CH:7]=[CH:6][C:5]([N:8]2[CH2:13][CH2:12][CH:11]([N:14]([CH3:16])[CH3:15])[CH2:10][CH2:9]2)=[CH:4][CH:3]=1.[CH3:17][CH2:18][CH2:19][CH2:20][O:21][C:22]1[CH:30]=[CH:29][C:25]([C:26](O)=[O:27])=[CH:24][CH:23]=1, predict the reaction product. The product is: [CH2:20]([O:21][C:22]1[CH:23]=[CH:24][C:25]([C:26]([NH:1][C:2]2[CH:7]=[CH:6][C:5]([N:8]3[CH2:9][CH2:10][CH:11]([N:14]([CH3:16])[CH3:15])[CH2:12][CH2:13]3)=[CH:4][CH:3]=2)=[O:27])=[CH:29][CH:30]=1)[CH2:19][CH2:18][CH3:17]. (4) Given the reactants C([O:8][C:9]1[C:14]([CH2:15][C:16]2[CH:21]=[CH:20][C:19]([CH2:22][CH3:23])=[CH:18][CH:17]=2)=[N:13][CH:12]=[CH:11][N:10]=1)C1C=CC=CC=1, predict the reaction product. The product is: [CH2:22]([C:19]1[CH:20]=[CH:21][C:16]([CH2:15][C:14]2[C:9](=[O:8])[NH:10][CH:11]=[CH:12][N:13]=2)=[CH:17][CH:18]=1)[CH3:23]. (5) Given the reactants [C:1]([C:5]1[CH:9]=[C:8]([NH:10][C:11](=[O:19])OC2C=CC=CC=2)[N:7]([C:20]2[CH:25]=[CH:24][CH:23]=[CH:22][CH:21]=2)[N:6]=1)([CH3:4])([CH3:3])[CH3:2].C(=O)(O)N.[CH3:30][O:31][C:32]1[CH:33]=[C:34]2[C:39](=[CH:40][C:41]=1[O:42][CH2:43][CH2:44][O:45][CH3:46])[N:38]=[CH:37][N:36]=[C:35]2[S:47][C:48]1[CH:49]=[C:50]([CH:52]=[CH:53][CH:54]=1)[NH2:51].C(N(C(C)C)CC)(C)C, predict the reaction product. The product is: [C:1]([C:5]1[CH:9]=[C:8]([NH:10][C:11]([NH:51][C:50]2[CH:52]=[CH:53][CH:54]=[C:48]([S:47][C:35]3[C:34]4[C:39](=[CH:40][C:41]([O:42][CH2:43][CH2:44][O:45][CH3:46])=[C:32]([O:31][CH3:30])[CH:33]=4)[N:38]=[CH:37][N:36]=3)[CH:49]=2)=[O:19])[N:7]([C:20]2[CH:25]=[CH:24][CH:23]=[CH:22][CH:21]=2)[N:6]=1)([CH3:2])([CH3:4])[CH3:3].